Dataset: Forward reaction prediction with 1.9M reactions from USPTO patents (1976-2016). Task: Predict the product of the given reaction. (1) The product is: [S:27]1[CH:28]=[C:24]([C:22]([N:19]2[CH2:20][CH2:21][C@:18]2([CH3:33])[C:16]([N:7]([CH2:8][C:9]2[CH:14]=[CH:13][CH:12]=[C:11]([Cl:15])[CH:10]=2)[CH2:6][CH2:5][CH2:4][C:3]([OH:34])=[O:2])=[O:17])=[O:23])[C:25]2[CH:32]=[CH:31][CH:30]=[CH:29][C:26]1=2. Given the reactants C[O:2][C:3](=[O:34])[CH2:4][CH2:5][CH2:6][N:7]([C:16]([C@@:18]1([CH3:33])[CH2:21][CH2:20][N:19]1[C:22]([C:24]1[C:25]2[CH:32]=[CH:31][CH:30]=[CH:29][C:26]=2[S:27][CH:28]=1)=[O:23])=[O:17])[CH2:8][C:9]1[CH:14]=[CH:13][CH:12]=[C:11]([Cl:15])[CH:10]=1.[OH-].[Na+], predict the reaction product. (2) Given the reactants [Cl:1][C:2]1[CH:6]=[CH:5][NH:4][C:3]=1[C:7]([O:9][CH3:10])=[O:8].Cl[Sn]Cl.O.[CH3:15][CH2:16][O:17]C(C)=O, predict the reaction product. The product is: [C:16]([C:5]1[NH:4][C:3]([C:7]([O:9][CH3:10])=[O:8])=[C:2]([Cl:1])[CH:6]=1)(=[O:17])[CH3:15].